Dataset: Forward reaction prediction with 1.9M reactions from USPTO patents (1976-2016). Task: Predict the product of the given reaction. (1) Given the reactants [CH3:1][CH:2]1[CH2:11][C:10]2[C:5](=[CH:6][CH:7]=[C:8]([CH:12]3[CH2:14][O:13]3)[CH:9]=2)[C:4](=[O:15])[O:3]1.Cl.[N:17]1([C:23](=[O:36])[CH2:24][C:25]2[CH:30]=[CH:29][C:28]([N:31]3[CH:35]=[N:34][N:33]=[N:32]3)=[CH:27][CH:26]=2)[CH2:22][CH2:21][NH:20][CH2:19][CH2:18]1.CCN(C(C)C)C(C)C, predict the reaction product. The product is: [OH:13][CH:12]([C:8]1[CH:9]=[C:10]2[C:5](=[CH:6][CH:7]=1)[C:4](=[O:15])[O:3][CH:2]([CH3:1])[CH2:11]2)[CH2:14][N:20]1[CH2:19][CH2:18][N:17]([C:23](=[O:36])[CH2:24][C:25]2[CH:26]=[CH:27][C:28]([N:31]3[CH:35]=[N:34][N:33]=[N:32]3)=[CH:29][CH:30]=2)[CH2:22][CH2:21]1. (2) Given the reactants [Br:1][C:2]1[C:10]2[O:11][CH2:12][CH2:13][C:9]=2[C:8]2[C@H:7]([CH2:14][C:15]([NH2:17])=O)[CH2:6][CH2:5][C:4]=2[C:3]=1[Br:18].O=P(Cl)(Cl)Cl, predict the reaction product. The product is: [Br:1][C:2]1[C:10]2[O:11][CH2:12][CH2:13][C:9]=2[C:8]2[C@H:7]([CH2:14][C:15]#[N:17])[CH2:6][CH2:5][C:4]=2[C:3]=1[Br:18]. (3) Given the reactants [CH3:1][S:2]([N:5]1[CH2:10][CH2:9][N:8]([CH2:11][C:12]2[S:20][C:19]3[C:18]([N:21]4[CH2:26][CH2:25][O:24][CH2:23][CH2:22]4)=[N:17][C:16](SC)=[N:15][C:14]=3[CH:13]=2)[CH2:7][CH2:6]1)(=[O:4])=[O:3].[CH3:29][O:30][C:31]1[C:36]([Sn](CCCC)(CCCC)CCCC)=[CH:35][N:34]=[C:33]([NH2:50])[N:32]=1, predict the reaction product. The product is: [CH3:29][O:30][C:31]1[C:36]([C:16]2[N:17]=[C:18]([N:21]3[CH2:22][CH2:23][O:24][CH2:25][CH2:26]3)[C:19]3[S:20][C:12]([CH2:11][N:8]4[CH2:7][CH2:6][N:5]([S:2]([CH3:1])(=[O:3])=[O:4])[CH2:10][CH2:9]4)=[CH:13][C:14]=3[N:15]=2)=[CH:35][N:34]=[C:33]([NH2:50])[N:32]=1. (4) Given the reactants [CH2:1]([N:3]([CH2:14][CH3:15])[CH2:4][CH2:5][O:6][C:7]1[CH:12]=[CH:11][C:10]([NH2:13])=[CH:9][CH:8]=1)[CH3:2].O[CH:17]=[C:18]1[C:26]2[C:21](=[CH:22][CH:23]=[CH:24][CH:25]=2)[NH:20][C:19]1=[O:27], predict the reaction product. The product is: [CH2:14]([N:3]([CH2:1][CH3:2])[CH2:4][CH2:5][O:6][C:7]1[CH:8]=[CH:9][C:10]([NH:13][CH:17]=[C:18]2[C:26]3[C:21](=[CH:22][CH:23]=[CH:24][CH:25]=3)[NH:20][C:19]2=[O:27])=[CH:11][CH:12]=1)[CH3:15]. (5) Given the reactants N#N.Br[C:4]1[CH:5]=[C:6]([C:9]2([CH3:14])[O:13][CH2:12][CH2:11][O:10]2)[S:7][CH:8]=1.[Li]CCCC.CN([CH:23]=[O:24])C, predict the reaction product. The product is: [CH3:14][C:9]1([C:6]2[S:7][CH:8]=[C:4]([CH:23]=[O:24])[CH:5]=2)[O:13][CH2:12][CH2:11][O:10]1. (6) Given the reactants Br[C:2]1[CH:7]=[C:6]([Br:8])[CH:5]=[C:4]([Br:9])[CH:3]=1.C([Li])CCC.[F:15][C:16]([F:24])([F:23])[C:17]([C:19]([F:22])([F:21])[F:20])=[O:18].Cl, predict the reaction product. The product is: [F:15][C:16]([F:24])([F:23])[C:17]([C:2]1[CH:7]=[C:6]([Br:8])[CH:5]=[C:4]([Br:9])[CH:3]=1)([OH:18])[C:19]([F:22])([F:21])[F:20]. (7) Given the reactants C[O:2][C:3](=[O:35])[C:4]1[CH:9]=[CH:8][C:7](/[CH:10]=[CH:11]\[CH:12]([C:19]2[CH:20]=[N:21][C:22]([C:25]3[CH:30]=[CH:29][C:28]([C:31]([F:34])([F:33])[F:32])=[CH:27][CH:26]=3)=[CH:23][CH:24]=2)[CH2:13][CH2:14][C:15]([F:18])([F:17])[F:16])=[CH:6][CH:5]=1.[OH-].[Na+].Cl, predict the reaction product. The product is: [F:18][C:15]([F:16])([F:17])[CH2:14][CH2:13][CH:12]([C:19]1[CH:20]=[N:21][C:22]([C:25]2[CH:26]=[CH:27][C:28]([C:31]([F:32])([F:33])[F:34])=[CH:29][CH:30]=2)=[CH:23][CH:24]=1)/[CH:11]=[CH:10]\[C:7]1[CH:6]=[CH:5][C:4]([C:3]([OH:35])=[O:2])=[CH:9][CH:8]=1. (8) Given the reactants [F:1][C:2]([F:19])([F:18])[C:3]([NH:5][CH2:6][C:7]1[C:8]([F:17])=[CH:9][C:10]([Cl:16])=[C:11]([CH:15]=1)[C:12]([NH2:14])=[O:13])=[O:4].C(Cl)(=O)[C:21](Cl)=[O:22], predict the reaction product. The product is: [F:19][C:2]([F:18])([F:1])[C:3]([NH:5][CH2:6][C:7]1[C:8]([F:17])=[CH:9][C:10]([Cl:16])=[C:11]([CH:15]=1)[C:12]([N:14]=[C:21]=[O:22])=[O:13])=[O:4]. (9) Given the reactants Cl[C:2]1[N:7]2[N:8]=[C:9]([CH3:11])[CH:10]=[C:6]2[N:5]=[C:4]([NH:12][C:13](=[O:24])[C:14]2[CH:19]=[CH:18][C:17]([C:20]([OH:23])([CH3:22])[CH3:21])=[CH:16][CH:15]=2)[CH:3]=1.Cl.C(S(N1[CH2:37][CH2:36][NH:35][CH2:34][CH2:33]1)(=O)=O)CC.C(N(CC)C(C)C)(C)C.CN([CH:50]=[O:51])C, predict the reaction product. The product is: [OH:23][C:20]([C:17]1[CH:18]=[CH:19][C:14]([C:13]([NH:12][C:4]2[CH:3]=[C:2]([N:35]3[CH2:36][CH2:37][CH2:50][O:51][CH2:33][CH2:34]3)[N:7]3[N:8]=[C:9]([CH3:11])[CH:10]=[C:6]3[N:5]=2)=[O:24])=[CH:15][CH:16]=1)([CH3:22])[CH3:21].